Dataset: Full USPTO retrosynthesis dataset with 1.9M reactions from patents (1976-2016). Task: Predict the reactants needed to synthesize the given product. Given the product [Si:1]([O:8][CH2:9][CH2:10][C:11]1[N:15]([CH:16]([C:17]2[CH:24]=[CH:23][CH:22]=[CH:21][C:18]=2[C:19]#[N:20])[C:36]([OH:37])([CH3:38])[CH3:35])[CH:14]=[N:13][CH:12]=1)([C:4]([CH3:7])([CH3:5])[CH3:6])([CH3:3])[CH3:2], predict the reactants needed to synthesize it. The reactants are: [Si:1]([O:8][CH2:9][CH2:10][C:11]1[N:15]([CH2:16][C:17]2[CH:24]=[CH:23][CH:22]=[CH:21][C:18]=2[C:19]#[N:20])[CH:14]=[N:13][CH:12]=1)([C:4]([CH3:7])([CH3:6])[CH3:5])([CH3:3])[CH3:2].[Li+].C[Si]([N-][Si](C)(C)C)(C)C.[CH3:35][C:36]([CH3:38])=[O:37].